Dataset: Full USPTO retrosynthesis dataset with 1.9M reactions from patents (1976-2016). Task: Predict the reactants needed to synthesize the given product. (1) Given the product [CH2:1]([N:8]1[CH2:13][CH2:12][C:11]2([C:17]3[CH:18]=[CH:19][C:20]([F:34])=[CH:21][C:16]=3[C:15](=[O:23])[O:14]2)[CH2:10][CH2:9]1)[C:2]1[CH:7]=[CH:6][CH:5]=[CH:4][CH:3]=1, predict the reactants needed to synthesize it. The reactants are: [CH2:1]([N:8]1[CH2:13][CH2:12][C:11]2([C:17]3[CH:18]=[C:19](Cl)[CH:20]=[CH:21][C:16]=3[C:15](=[O:23])[O:14]2)[CH2:10][CH2:9]1)[C:2]1[CH:7]=[CH:6][CH:5]=[CH:4][CH:3]=1.BrC1C=CC([F:34])=CC=1C(O)=O.C(N1CCC(=O)CC1)C1C=CC=CC=1.C([Li])CCC. (2) The reactants are: [CH2:1]([NH:6][CH2:7][CH2:8][CH2:9][CH2:10][CH3:11])[CH2:2][CH2:3][CH2:4][CH3:5].[Br-].[Br:13][C:14]1[CH:15]=[CH:16][C:17]2[C:26]([CH:27]=1)=[S+:25][C:24]1[C:19](=[CH:20][CH:21]=[C:22](Br)[CH:23]=1)[N:18]=2. Given the product [Br-:13].[CH2:7]([N:6]([CH2:1][CH2:2][CH2:3][CH2:4][CH3:5])[C:14]1[CH:15]=[CH:16][C:17]2[C:26]([CH:27]=1)=[S+:25][C:24]1[C:19](=[CH:20][CH:21]=[C:22]([N:6]([CH2:7][CH2:8][CH2:9][CH2:10][CH3:11])[CH2:1][CH2:2][CH2:3][CH2:4][CH3:5])[CH:23]=1)[N:18]=2)[CH2:8][CH2:9][CH2:10][CH3:11], predict the reactants needed to synthesize it.